Dataset: Forward reaction prediction with 1.9M reactions from USPTO patents (1976-2016). Task: Predict the product of the given reaction. (1) Given the reactants C([O:4][C:5]1[CH:10]=[C:9]([C:11]#[N:12])[C:8](Br)=[C:7]([C:14]#[N:15])[C:6]=1[O:16]C(=O)C)(=O)C.[C:20]([CH2:23][CH2:24][C:25]1[CH:30]=[CH:29][C:28](B(O)O)=[CH:27][CH:26]=1)([OH:22])=[O:21], predict the reaction product. The product is: [C:14]([C:7]1[C:6]([OH:16])=[C:5]([OH:4])[CH:10]=[C:9]([C:11]#[N:12])[C:8]=1[C:28]1[CH:29]=[CH:30][C:25]([CH2:24][CH2:23][C:20]([OH:22])=[O:21])=[CH:26][CH:27]=1)#[N:15]. (2) Given the reactants [O-][CH2:2]C.[Na+].C(O[CH:8]([C:14]([O:16]CC)=O)[C:9]([O:11][CH2:12][CH3:13])=[O:10])C.Cl.[Cl:20][C:21]1[CH:29]=[CH:28][C:24]([C:25]([NH2:27])=[NH:26])=[CH:23][CH:22]=1, predict the reaction product. The product is: [Cl:20][C:21]1[CH:29]=[CH:28][C:24]([C:25]2[NH:27][C:14](=[O:16])[C:8]([C:9]([O:11][CH2:12][CH3:13])=[O:10])=[CH:2][N:26]=2)=[CH:23][CH:22]=1. (3) The product is: [NH2:15][C:16]1[S:17][C:18]([C:24]2[CH:25]=[C:26]([CH3:30])[CH:27]=[CH:28][CH:29]=2)=[C:19]([C:21]([N:3]2[CH2:4][C@@H:5]3[C@@H:1]([CH2:6]3)[C@H:2]2[CH2:7][NH:8][C:9](=[O:14])[C:10]([F:12])([F:11])[F:13])=[O:22])[N:20]=1. Given the reactants [C@@H:1]12[CH2:6][C@@H:5]1[CH2:4][NH:3][C@@H:2]2[CH2:7][NH:8][C:9](=[O:14])[C:10]([F:13])([F:12])[F:11].[NH2:15][C:16]1[S:17][C:18]([C:24]2[CH:25]=[C:26]([CH3:30])[CH:27]=[CH:28][CH:29]=2)=[C:19]([C:21](O)=[O:22])[N:20]=1, predict the reaction product. (4) Given the reactants [F:1][C@H:2]([C:5]1[CH:10]=[CH:9][CH:8]=[C:7]([Br:11])[CH:6]=1)[CH:3]=[O:4].[BH4-].[Na+].[NH4+].[Cl-], predict the reaction product. The product is: [F:1][C@H:2]([C:5]1[CH:10]=[CH:9][CH:8]=[C:7]([Br:11])[CH:6]=1)[CH2:3][OH:4]. (5) Given the reactants [O:1]=[CH:2][C@@H:3]([C@H:5]([C@@H:7]([C@@H:9]([CH2:11][OH:12])[OH:10])[OH:8])[OH:6])[OH:4].OCC([C@@H]([C@@H]([C@@H](CO)O)O)O)=O.O=C[C@@H]([C@@H]([C@@H]([C@@H](CO)O)O)O)O, predict the reaction product. The product is: [OH:1][CH2:2][C:3]([C@H:5]([C@@H:7]([C@@H:9]([CH2:11][OH:12])[OH:10])[OH:8])[OH:6])=[O:4].